This data is from Full USPTO retrosynthesis dataset with 1.9M reactions from patents (1976-2016). The task is: Predict the reactants needed to synthesize the given product. (1) Given the product [CH3:10][O:11][C:12]([C:13]([NH:1][C:2]1[CH:3]=[C:4]([CH:7]=[CH:8][CH:9]=1)[CH2:5][OH:6])=[O:14])=[O:16], predict the reactants needed to synthesize it. The reactants are: [NH2:1][C:2]1[CH:3]=[C:4]([CH:7]=[CH:8][CH:9]=1)[CH2:5][OH:6].[CH3:10][O:11][C:12](=[O:16])[C:13](Cl)=[O:14].O. (2) Given the product [CH3:10][C:2]1[O:18][C:11]([C:12]2[CH:17]=[CH:16][CH:15]=[CH:14][CH:13]=2)=[N:19][C:3]=1[CH2:4][C:5]([O:7][CH3:8])=[O:6], predict the reactants needed to synthesize it. The reactants are: Br[CH:2]([CH3:10])[C:3](=O)[CH2:4][C:5]([O:7][CH3:8])=[O:6].[C:11]([NH2:19])(=[O:18])[C:12]1[CH:17]=[CH:16][CH:15]=[CH:14][CH:13]=1. (3) Given the product [CH2:17]([NH:16][C:14]([NH:13][C:11]1[S:12][C:8]2[CH:7]=[C:6]([C:4](=[O:5])[CH2:3][CH2:2][NH:1][C:34](=[O:35])[C:33]3[CH:32]=[CH:31][C:30]([N:29]([CH3:28])[CH3:39])=[CH:38][CH:37]=3)[CH:20]=[CH:19][C:9]=2[N:10]=1)=[O:15])[CH3:18], predict the reactants needed to synthesize it. The reactants are: [NH2:1][CH2:2][CH2:3][C:4]([C:6]1[CH:20]=[CH:19][C:9]2[N:10]=[C:11]([NH:13][C:14]([NH:16][CH2:17][CH3:18])=[O:15])[S:12][C:8]=2[CH:7]=1)=[O:5].C(N(CC)CC)C.[CH3:28][N:29]([CH3:39])[C:30]1[CH:38]=[CH:37][C:33]([C:34](Cl)=[O:35])=[CH:32][CH:31]=1.C(O)(=O)C. (4) Given the product [CH3:1][N:2]([CH2:7][CH:8]=[CH2:9])[S:3]([NH2:6])(=[O:5])=[O:4].[Cl:17][C:18]1[CH:32]=[CH:31][C:30]([N:33]2[C:38](=[O:39])[CH:37]=[C:36]([C:40]([F:42])([F:43])[F:41])[N:35]([CH3:44])[C:34]2=[O:45])=[CH:29][C:19]=1[C:20]([O:22][C:23]([CH3:27])([CH3:28])[C:24]([OH:25])=[O:4])=[O:21], predict the reactants needed to synthesize it. The reactants are: [CH3:1][N:2]([CH2:7][CH:8]=[CH2:9])[S:3]([NH2:6])(=[O:5])=[O:4].C(N(CC)CC)C.[Cl:17][C:18]1[CH:32]=[CH:31][C:30]([N:33]2[C:38](=[O:39])[CH:37]=[C:36]([C:40]([F:43])([F:42])[F:41])[N:35]([CH3:44])[C:34]2=[O:45])=[CH:29][C:19]=1[C:20]([O:22][C:23]([CH3:28])([CH3:27])[C:24](Cl)=[O:25])=[O:21]. (5) Given the product [CH:1]1([NH:4][C:5](=[O:31])[C:6]2[CH:11]=[C:10]([F:12])[C:9]([CH3:13])=[C:8]([C:14]3[CH:15]=[C:16]4[C:21](=[CH:22][CH:23]=3)[C:20](=[O:24])[N:19]([CH2:25][CH:26]3[CH2:27][CH2:28]3)[CH:18]=[C:17]4[CH2:29][N:32]3[CH2:38][CH2:37][CH:36]([CH2:39][OH:40])[NH:35][CH2:34][CH2:33]3)[CH:7]=2)[CH2:3][CH2:2]1, predict the reactants needed to synthesize it. The reactants are: [CH:1]1([NH:4][C:5](=[O:31])[C:6]2[CH:11]=[C:10]([F:12])[C:9]([CH3:13])=[C:8]([C:14]3[CH:15]=[C:16]4[C:21](=[CH:22][CH:23]=3)[C:20](=[O:24])[N:19]([CH2:25][CH:26]3[CH2:28][CH2:27]3)[CH:18]=[C:17]4[CH:29]=O)[CH:7]=2)[CH2:3][CH2:2]1.[NH:32]1[CH2:38][CH2:37][CH:36]([CH2:39][OH:40])[NH:35][CH2:34][CH2:33]1. (6) Given the product [Br:1][C:2]1[CH:10]=[C:6]2[C:5](=[CH:4][CH:3]=1)[N:11]=[CH:12][C:13]([N+:14]([O-:16])=[O:15])=[C:7]2[OH:8], predict the reactants needed to synthesize it. The reactants are: [Br:1][C:2]1[CH:3]=[CH:4][C:5]([NH:11]/[CH:12]=[CH:13]/[N+:14]([O-:16])=[O:15])=[C:6]([CH:10]=1)[C:7](O)=[O:8].C([O-])(=O)C.[K+]. (7) The reactants are: [N:1]1[CH:6]=[C:5]([CH3:7])[CH:4]=[C:3]([CH3:8])[CH:2]=1.[O-:9][Mn](=O)(=O)=O.[K+].[OH2:15]. Given the product [CH3:8][C:3]1[CH:2]=[N:1][CH:6]=[C:5]([CH:4]=1)[C:7]([OH:9])=[O:15], predict the reactants needed to synthesize it. (8) Given the product [Cl:17][C:5]1[C:6]([NH:8][C:9]2[CH:16]=[CH:15][CH:14]=[CH:13][C:10]=2[C:11]#[N:12])=[N:7][C:2]([NH:34][C:23]2[CH:24]=[CH:25][C:26]([N:28]3[CH2:29][CH2:30][O:31][CH2:32][CH2:33]3)=[CH:27][C:22]=2[O:21][CH3:20])=[N:3][CH:4]=1, predict the reactants needed to synthesize it. The reactants are: Cl[C:2]1[N:7]=[C:6]([NH:8][C:9]2[CH:16]=[CH:15][CH:14]=[CH:13][C:10]=2[C:11]#[N:12])[C:5]([Cl:17])=[CH:4][N:3]=1.Cl.Cl.[CH3:20][O:21][C:22]1[CH:27]=[C:26]([N:28]2[CH2:33][CH2:32][O:31][CH2:30][CH2:29]2)[CH:25]=[CH:24][C:23]=1[NH2:34]. (9) The reactants are: [F:1][C:2]1([CH2:8][OH:9])[CH2:7][CH2:6][O:5][CH2:4][CH2:3]1.[CH3:10][S:11](Cl)(=[O:13])=[O:12].C(N(CC)CC)C. Given the product [CH3:10][S:11]([O:9][CH2:8][C:2]1([F:1])[CH2:7][CH2:6][O:5][CH2:4][CH2:3]1)(=[O:13])=[O:12], predict the reactants needed to synthesize it.